The task is: Predict the product of the given reaction.. This data is from Forward reaction prediction with 1.9M reactions from USPTO patents (1976-2016). Given the reactants [C:1]([O:5][C:6](=[O:18])[NH:7][C@H:8]([C:10]1[CH:15]=[CH:14][CH:13]=[C:12]([CH:16]=O)[CH:11]=1)[CH3:9])([CH3:4])([CH3:3])[CH3:2].Cl.[NH2:20][OH:21], predict the reaction product. The product is: [C:1]([O:5][C:6](=[O:18])[NH:7][C@H:8]([C:10]1[CH:15]=[CH:14][CH:13]=[C:12]([CH:16]=[N:20][OH:21])[CH:11]=1)[CH3:9])([CH3:4])([CH3:3])[CH3:2].